Dataset: Forward reaction prediction with 1.9M reactions from USPTO patents (1976-2016). Task: Predict the product of the given reaction. (1) Given the reactants [CH3:1][N:2]1[CH2:6][CH2:5][CH2:4][C@H:3]1[CH2:7][N:8]1[C:16]2[C:11](=[CH:12][C:13]([NH2:17])=[CH:14][CH:15]=2)[CH:10]=[CH:9]1.I.CS[C:21]([C:23]1[S:24][CH:25]=[CH:26][CH:27]=1)=[NH:22], predict the reaction product. The product is: [NH3:2].[CH3:1][N:2]1[CH2:6][CH2:5][CH2:4][C@H:3]1[CH2:7][N:8]1[C:16]2[C:11](=[CH:12][C:13]([NH:17][C:21]([C:23]3[S:24][CH:25]=[CH:26][CH:27]=3)=[NH:22])=[CH:14][CH:15]=2)[CH:10]=[CH:9]1. (2) Given the reactants Br[CH2:2][C:3](=O)[C:4]([O:6][CH2:7][CH3:8])=[O:5].[C:10](=[S:16])([NH2:15])[CH2:11][CH2:12][CH2:13][CH3:14], predict the reaction product. The product is: [CH3:10][CH2:11][CH2:12][CH:3]([CH3:2])[CH3:4].[CH2:11]([C:10]1[S:16][CH:2]=[C:3]([C:4]([O:6][CH2:7][CH3:8])=[O:5])[N:15]=1)[CH2:12][CH2:13][CH3:14]. (3) Given the reactants [C:1]1([C:11]2[C:23]3[CH2:22][C:21]4[C:16](=[CH:17][CH:18]=[CH:19][CH:20]=4)[C:15]=3[C:14]([C:24]#[N:25])=[C:13]([N:26]3[CH2:31][CH2:30][CH2:29][CH2:28][CH2:27]3)[CH:12]=2)[C:10]2[C:5](=[CH:6][CH:7]=[CH:8][CH:9]=2)[CH:4]=[CH:3][CH:2]=1.[H-].[Na+].C1C[O:37]CC1, predict the reaction product. The product is: [C:1]1([C:11]2[C:23]3[C:22](=[O:37])[C:21]4[C:16](=[CH:17][CH:18]=[CH:19][CH:20]=4)[C:15]=3[C:14]([C:24]#[N:25])=[C:13]([N:26]3[CH2:31][CH2:30][CH2:29][CH2:28][CH2:27]3)[CH:12]=2)[C:10]2[C:5](=[CH:6][CH:7]=[CH:8][CH:9]=2)[CH:4]=[CH:3][CH:2]=1. (4) Given the reactants Br[C:2]1[CH:3]=[CH:4][C:5]([O:8][CH3:9])=[N:6][CH:7]=1.[Li]CCCC.C(O[B:19]1[O:23][C:22]([CH3:25])([CH3:24])[C:21]([CH3:27])([CH3:26])[O:20]1)(C)C.O, predict the reaction product. The product is: [CH3:9][O:8][C:5]1[CH:4]=[CH:3][C:2]([B:19]2[O:23][C:22]([CH3:25])([CH3:24])[C:21]([CH3:27])([CH3:26])[O:20]2)=[CH:7][N:6]=1. (5) Given the reactants [CH3:1][O:2][C:3]1[CH:4]=[C:5]([CH:25]=[CH:26][C:27]=1[O:28][CH3:29])[O:6][CH2:7][C:8]1[O:12][C:11]([C@@H:13]2[CH2:17][CH2:16][CH2:15][N:14]2C(OC(C)(C)C)=O)=[N:10][N:9]=1.[ClH:30].CCOC(C)=O, predict the reaction product. The product is: [ClH:30].[CH3:1][O:2][C:3]1[CH:4]=[C:5]([CH:25]=[CH:26][C:27]=1[O:28][CH3:29])[O:6][CH2:7][C:8]1[O:12][C:11]([C@@H:13]2[CH2:17][CH2:16][CH2:15][NH:14]2)=[N:10][N:9]=1. (6) Given the reactants [F:1][C:2]1[CH:7]=[CH:6][C:5]([NH:8][C:9]2[C:10]3[C:17]([CH3:18])=[C:16]([C:19]([O:21]C)=O)[S:15][C:11]=3[N:12]=[CH:13][N:14]=2)=[C:4]([O:23][C@H:24]2[CH2:29][CH2:28][C@H:27]([NH:30]C(=O)C(F)(F)F)[CH2:26][CH2:25]2)[CH:3]=1.[NH3:37], predict the reaction product. The product is: [NH2:30][C@H:27]1[CH2:26][CH2:25][C@H:24]([O:23][C:4]2[CH:3]=[C:2]([F:1])[CH:7]=[CH:6][C:5]=2[NH:8][C:9]2[C:10]3[C:17]([CH3:18])=[C:16]([C:19]([NH2:37])=[O:21])[S:15][C:11]=3[N:12]=[CH:13][N:14]=2)[CH2:29][CH2:28]1.